Dataset: Full USPTO retrosynthesis dataset with 1.9M reactions from patents (1976-2016). Task: Predict the reactants needed to synthesize the given product. (1) Given the product [CH3:1][N:2]1[CH2:3][CH2:4][N:5]([C:8](=[O:18])[CH2:9][CH2:10][C:11]2[CH:12]=[C:13]([OH:17])[CH:14]=[CH:15][CH:16]=2)[CH2:6][CH2:7]1, predict the reactants needed to synthesize it. The reactants are: [CH3:1][N:2]1[CH2:7][CH2:6][N:5]([C:8](=[O:18])/[CH:9]=[CH:10]/[C:11]2[CH:12]=[C:13]([OH:17])[CH:14]=[CH:15][CH:16]=2)[CH2:4][CH2:3]1.CC1CC=CCC=1. (2) Given the product [F:31][C:32]1[CH:37]=[CH:36][C:35]([N:38]2[C:43](=[O:44])[C:42]([C:45]([NH:30][C:27]3[CH:28]=[N:29][C:24]([O:23][C:6]4[C:5]5[C:10](=[CH:11][C:12]([O:13][CH2:14][CH2:15][CH2:16][N:17]6[CH2:22][CH2:21][O:20][CH2:19][CH2:18]6)=[C:3]([O:2][CH3:1])[CH:4]=5)[N:9]=[CH:8][CH:7]=4)=[CH:25][CH:26]=3)=[O:46])=[CH:41][CH:40]=[N:39]2)=[CH:34][CH:33]=1, predict the reactants needed to synthesize it. The reactants are: [CH3:1][O:2][C:3]1[CH:4]=[C:5]2[C:10](=[CH:11][C:12]=1[O:13][CH2:14][CH2:15][CH2:16][N:17]1[CH2:22][CH2:21][O:20][CH2:19][CH2:18]1)[N:9]=[CH:8][CH:7]=[C:6]2[O:23][C:24]1[N:29]=[CH:28][C:27]([NH2:30])=[CH:26][CH:25]=1.[F:31][C:32]1[CH:37]=[CH:36][C:35]([N:38]2[C:43](=[O:44])[C:42]([C:45](O)=[O:46])=[CH:41][CH:40]=[N:39]2)=[CH:34][CH:33]=1. (3) Given the product [C:1]([C:3]1([NH:6][C:7]([CH:9]2[CH2:13][CH:12]([S:14]([C:17]3[CH:22]=[CH:21][C:20]([O:42][CH:43]4[CH2:46][O:45][CH2:44]4)=[CH:19][C:18]=3[C:24]([F:25])([F:26])[F:27])(=[O:15])=[O:16])[CH2:11][CH:10]2[C:28]([N:30]2[CH2:31][C:32]([F:34])([F:35])[CH2:33]2)=[O:29])=[O:8])[CH2:4][CH2:5]1)#[N:2], predict the reactants needed to synthesize it. The reactants are: [C:1]([C:3]1([NH:6][C:7]([C@@H:9]2[CH2:13][C@@H:12]([S:14]([C:17]3[CH:22]=[CH:21][C:20](F)=[CH:19][C:18]=3[C:24]([F:27])([F:26])[F:25])(=[O:16])=[O:15])[CH2:11][C@H:10]2[C:28]([N:30]2[CH2:33][C:32]([F:35])([F:34])[CH2:31]2)=[O:29])=[O:8])[CH2:5][CH2:4]1)#[N:2].C(=O)([O-])[O-].[Cs+].[Cs+].[OH:42][CH:43]1[CH2:46][O:45][CH2:44]1. (4) Given the product [O:30]1[CH2:26][CH2:27][CH:28]([NH:29][C:21]([C:18]2[CH:19]=[CH:20][C:15]3[N:16]([CH:24]=[C:13]([C:3]4[C:4]([C:7]5[CH:12]=[CH:11][CH:10]=[CH:9][CH:8]=5)=[N:5][O:6][C:2]=4[CH3:1])[N:14]=3)[CH:17]=2)=[O:22])[CH2:31][CH2:36]1, predict the reactants needed to synthesize it. The reactants are: [CH3:1][C:2]1[O:6][N:5]=[C:4]([C:7]2[CH:12]=[CH:11][CH:10]=[CH:9][CH:8]=2)[C:3]=1[C:13]1[N:14]=[C:15]2[CH:20]=[CH:19][C:18]([C:21](O)=[O:22])=[CH:17][N:16]2[CH:24]=1.C[C:26]1[O:30][N:29]=[C:28]([C:31]2[CH:36]=CC=CC=2)[C:27]=1C1N=C2C=C(C(O)=O)C=CN2C=1. (5) The reactants are: C(O[CH:4]=[C:5]([C:9](=[O:11])[CH3:10])[C:6](=O)[CH3:7])C.Cl.[NH:13]([CH2:15][C:16]([O:18][CH2:19]C)=[O:17])[NH2:14].Cl. Given the product [C:9]([C:5]1[CH:4]=[N:14][N:13]([CH2:15][C:16]([O:18][CH3:19])=[O:17])[C:6]=1[CH3:7])(=[O:11])[CH3:10], predict the reactants needed to synthesize it. (6) Given the product [F:21][CH:19]([F:20])[CH2:18][C@H:17]1[O:16][C@H:15]2[C@H:11]([N:12]=[C:13]([N:22]([CH3:24])[CH3:23])[S:14]2)[C@@H:10]([OH:25])[C@@H:9]1[OH:8], predict the reactants needed to synthesize it. The reactants are: C([O:8][C@@H:9]1[C@@H:17]([CH2:18][CH:19]([F:21])[F:20])[O:16][C@H:15]2[C@H:11]([N:12]=[C:13]([N:22]([CH3:24])[CH3:23])[S:14]2)[C@H:10]1[O:25]CC1C=CC=CC=1)C1C=CC=CC=1.B(Cl)(Cl)Cl.CO.[NH4+].[OH-].